This data is from Catalyst prediction with 721,799 reactions and 888 catalyst types from USPTO. The task is: Predict which catalyst facilitates the given reaction. (1) Reactant: [NH2:1][CH2:2][CH2:3][C:4]#[N:5].C(N(CC)CC)C.[Cl:13][CH:14]([CH3:18])[C:15](Cl)=[O:16].C(OCC)C. Product: [Cl:13][CH:14]([CH3:18])[C:15]([NH:5][CH2:4][CH2:3][C:2]#[N:1])=[O:16]. The catalyst class is: 7. (2) Reactant: [NH2:1][C:2]1[C:7]([C:8]2[CH:17]=[CH:16][C:11]([C:12]([O:14]C)=[O:13])=[C:10]([CH3:18])[CH:9]=2)=[CH:6][C:5]([C:19]2[CH:20]=[N:21][N:22]([CH3:24])[CH:23]=2)=[CH:4][N:3]=1.O[Li].O. Product: [NH2:1][C:2]1[C:7]([C:8]2[CH:17]=[CH:16][C:11]([C:12]([OH:14])=[O:13])=[C:10]([CH3:18])[CH:9]=2)=[CH:6][C:5]([C:19]2[CH:20]=[N:21][N:22]([CH3:24])[CH:23]=2)=[CH:4][N:3]=1. The catalyst class is: 87. (3) Reactant: Cl.[CH:2]12[NH:9][CH:6]([CH2:7][CH2:8]1)[CH2:5][CH:4]([C:10]1[CH:11]=[C:12]([CH:21]=[CH:22][C:23]=1[F:24])[CH2:13][NH:14][C:15](=[O:20])[C:16]([F:19])([F:18])[F:17])[CH2:3]2.[CH3:25][O:26][CH2:27][CH2:28][N:29]1[C:37]2[C:32](=[CH:33][CH:34]=[CH:35][C:36]=2[O:38][C:39]([F:42])([F:41])[F:40])[C:31]([C:43](O)=[O:44])=[CH:30]1.CCN=C=NCCCN(C)C.Cl. Product: [F:19][C:16]([F:17])([F:18])[C:15]([NH:14][CH2:13][C:12]1[CH:21]=[CH:22][C:23]([F:24])=[C:10]([CH:4]2[CH2:3][CH:2]3[N:9]([C:43]([C:31]4[C:32]5[C:37](=[C:36]([O:38][C:39]([F:42])([F:40])[F:41])[CH:35]=[CH:34][CH:33]=5)[N:29]([CH2:28][CH2:27][O:26][CH3:25])[CH:30]=4)=[O:44])[CH:6]([CH2:7][CH2:8]3)[CH2:5]2)[CH:11]=1)=[O:20]. The catalyst class is: 2. (4) Reactant: [NH2:1][CH2:2][C@H:3]1[CH2:7][C@@H:6]([NH:8][S:9]([C:12]2[CH:17]=[C:16]([O:18][CH3:19])[CH:15]=[CH:14][C:13]=2[O:20][CH3:21])(=[O:11])=[O:10])[CH2:5][N:4]1[C:22]([O:24][C:25]([CH3:28])([CH3:27])[CH3:26])=[O:23].Cl[C:30]([O:32][C:33]1[CH:38]=[CH:37][CH:36]=[CH:35][CH:34]=1)=[O:31]. Product: [CH3:21][O:20][C:13]1[CH:14]=[CH:15][C:16]([O:18][CH3:19])=[CH:17][C:12]=1[S:9]([NH:8][C@H:6]1[CH2:5][N:4]([C:22]([O:24][C:25]([CH3:28])([CH3:27])[CH3:26])=[O:23])[C@@H:3]([CH2:2][NH:1][C:30]([O:32][C:33]2[CH:38]=[CH:37][CH:36]=[CH:35][CH:34]=2)=[O:31])[CH2:7]1)(=[O:11])=[O:10]. The catalyst class is: 76. (5) Reactant: [CH3:1][S:2]([O:5][C:6]1[CH:11]=[CH:10][C:9]([C:12]2[CH:17]=[CH:16][C:15]([CH2:18][C@H:19]([NH:23][C:24]([C:26]3([NH:32][C:33]([O:35][C:36]([CH3:39])([CH3:38])[CH3:37])=[O:34])[CH2:31][CH2:30][O:29][CH2:28][CH2:27]3)=[O:25])[C:20]([NH2:22])=O)=[CH:14][CH:13]=2)=[CH:8][CH:7]=1)(=[O:4])=[O:3].CC[N+](S(N=C(OC)[O-])(=O)=O)(CC)CC. Product: [CH3:1][S:2]([O:5][C:6]1[CH:7]=[CH:8][C:9]([C:12]2[CH:13]=[CH:14][C:15]([CH2:18][C@H:19]([NH:23][C:24]([C:26]3([NH:32][C:33]([O:35][C:36]([CH3:39])([CH3:38])[CH3:37])=[O:34])[CH2:31][CH2:30][O:29][CH2:28][CH2:27]3)=[O:25])[C:20]#[N:22])=[CH:16][CH:17]=2)=[CH:10][CH:11]=1)(=[O:3])=[O:4]. The catalyst class is: 4. (6) Reactant: [C:1]([OH:8])(=[O:7])[CH2:2][CH2:3][C:4]([OH:6])=[O:5].[F:9][C:10]1[C:11]([CH2:32][NH:33][CH3:34])=[CH:12][N:13]([S:22]([C:25]2[CH:26]=[N:27][CH:28]=[C:29]([F:31])[CH:30]=2)(=[O:24])=[O:23])[C:14]=1[C:15]1[C:16]([F:21])=[N:17][CH:18]=[CH:19][CH:20]=1. Product: [C:1]([OH:8])(=[O:7])[CH2:2][CH2:3][C:4]([OH:6])=[O:5].[F:9][C:10]1[C:11]([CH2:32][NH:33][CH3:34])=[CH:12][N:13]([S:22]([C:25]2[CH:26]=[N:27][CH:28]=[C:29]([F:31])[CH:30]=2)(=[O:23])=[O:24])[C:14]=1[C:15]1[C:16]([F:21])=[N:17][CH:18]=[CH:19][CH:20]=1. The catalyst class is: 8. (7) Reactant: CN(C)C=O.[N:6]1[C:15]2[C:10](=[CH:11][CH:12]=[CH:13][CH:14]=2)[CH:9]=[C:8](B(O)O)[CH:7]=1.C(=O)([O-])[O-].[Cs+].[Cs+].Cl[C:26]1[C:32]2[CH:33]=[CH:34][CH:35]=[CH:36][C:31]=2[O:30][C:29]([CH3:38])([CH3:37])[CH2:28][N:27]=1. Product: [CH3:37][C:29]1([CH3:38])[CH2:28][N:27]=[C:26]([C:8]2[CH:7]=[N:6][C:15]3[C:10]([CH:9]=2)=[CH:11][CH:12]=[CH:13][CH:14]=3)[C:32]2[CH:33]=[CH:34][CH:35]=[CH:36][C:31]=2[O:30]1. The catalyst class is: 535. (8) Reactant: [F:1][C:2]1([F:16])[C:7](=O)[CH2:6][CH2:5][N:4]([C:9]([O:11][C:12]([CH3:15])([CH3:14])[CH3:13])=[O:10])[CH2:3]1.[CH2:17]([NH2:24])[C:18]1[CH:23]=[CH:22][CH:21]=[CH:20][CH:19]=1.C(O[BH-](OC(=O)C)OC(=O)C)(=O)C.[Na+].C([O-])([O-])=O.[Na+].[Na+]. Product: [CH2:17]([NH:24][CH:7]1[CH2:6][CH2:5][N:4]([C:9]([O:11][C:12]([CH3:15])([CH3:14])[CH3:13])=[O:10])[CH2:3][C:2]1([F:16])[F:1])[C:18]1[CH:23]=[CH:22][CH:21]=[CH:20][CH:19]=1. The catalyst class is: 2. (9) Reactant: Cl[C:2]1[C:3]2[NH:10][CH:9]=[CH:8][C:4]=2[N:5]=[CH:6][N:7]=1.[O:11]([C:18]1[CH:24]=[CH:23][C:21]([NH2:22])=[CH:20][CH:19]=1)[C:12]1[CH:17]=[CH:16][CH:15]=[CH:14][CH:13]=1. Product: [O:11]([C:18]1[CH:19]=[CH:20][C:21]([NH:22][C:2]2[C:3]3[NH:10][CH:9]=[CH:8][C:4]=3[N:5]=[CH:6][N:7]=2)=[CH:23][CH:24]=1)[C:12]1[CH:17]=[CH:16][CH:15]=[CH:14][CH:13]=1. The catalyst class is: 10.